Dataset: Reaction yield outcomes from USPTO patents with 853,638 reactions. Task: Predict the reaction yield, written as a fraction of the theoretical maximum amount of product (1.0 means a 100% yield; for example, 0.34 means a 34% yield). (1) The reactants are [O:1]1[C:6]2[CH:7]=[CH:8][CH:9]=[CH:10][C:5]=2[N:4]([CH:11]([C:18]2[CH:23]=[CH:22][CH:21]=[CH:20][CH:19]=2)[CH:12]([OH:17])[C:13]([NH:15][CH3:16])=O)[CH2:3][CH2:2]1.B.Cl. The catalyst is O1CCCC1. The product is [O:1]1[C:6]2[CH:7]=[CH:8][CH:9]=[CH:10][C:5]=2[N:4]([CH:11]([C:18]2[CH:23]=[CH:22][CH:21]=[CH:20][CH:19]=2)[CH:12]([OH:17])[CH2:13][NH:15][CH3:16])[CH2:3][CH2:2]1. The yield is 0.980. (2) The reactants are [N+:1]([C:4]1[CH:9]=[CH:8][C:7]([N:10]2[CH2:15][CH2:14][NH:13][CH2:12][CH2:11]2)=[CH:6][CH:5]=1)([O-:3])=[O:2].Cl[CH2:17][C:18]([CH3:20])=[CH2:19].C(N(CC)CC)C. The catalyst is C(#N)C. The product is [CH3:19][C:18](=[CH2:17])[CH2:20][N:13]1[CH2:14][CH2:15][N:10]([C:7]2[CH:6]=[CH:5][C:4]([N+:1]([O-:3])=[O:2])=[CH:9][CH:8]=2)[CH2:11][CH2:12]1. The yield is 0.790.